From a dataset of Forward reaction prediction with 1.9M reactions from USPTO patents (1976-2016). Predict the product of the given reaction. Given the reactants C(Cl)CCl.[NH2:5][CH2:6][CH2:7][CH2:8][O:9][C:10]1[CH:45]=[CH:44][C:13]([C:14]([C:16]2[CH:21]=[CH:20][C:19]([NH:22][CH2:23][CH2:24][O:25][CH2:26][CH2:27][O:28][CH2:29][CH2:30][O:31][CH2:32][CH2:33][O:34][CH2:35][CH2:36][C:37]([O:39][C:40]([CH3:43])([CH3:42])[CH3:41])=[O:38])=[CH:18][CH:17]=2)=[O:15])=[CH:12][CH:11]=1.[CH2:46]([O:49][CH2:50][CH2:51][C:52](O)=[O:53])[C:47]#[CH:48].ON1C(=O)CCC1=O, predict the reaction product. The product is: [CH2:46]([O:49][CH2:50][CH2:51][C:52]([NH:5][CH2:6][CH2:7][CH2:8][O:9][C:10]1[CH:45]=[CH:44][C:13]([C:14]([C:16]2[CH:21]=[CH:20][C:19]([NH:22][CH2:23][CH2:24][O:25][CH2:26][CH2:27][O:28][CH2:29][CH2:30][O:31][CH2:32][CH2:33][O:34][CH2:35][CH2:36][C:37]([O:39][C:40]([CH3:42])([CH3:41])[CH3:43])=[O:38])=[CH:18][CH:17]=2)=[O:15])=[CH:12][CH:11]=1)=[O:53])[C:47]#[CH:48].